This data is from Catalyst prediction with 721,799 reactions and 888 catalyst types from USPTO. The task is: Predict which catalyst facilitates the given reaction. (1) Reactant: [Br:1][C:2]1[CH:7]=[CH:6][C:5]([N:8]2[C:12](C(O)=O)=[C:11]([CH3:16])[N:10]=[N:9]2)=[CH:4][CH:3]=1.[F:17][C:18]([F:29])([F:28])[C:19]1[CH:24]=[CH:23][CH:22]=[CH:21][C:20]=1[C@H:25]([OH:27])[CH3:26].C1(P(N=[N+]=[N-])(C2C=CC=CC=2)=[O:37])C=CC=CC=1.C([N:49]([CH2:52]C)CC)C. Product: [F:17][C:18]([F:28])([F:29])[C:19]1[CH:24]=[CH:23][CH:22]=[CH:21][C:20]=1[C@H:25]([O:27][C:52](=[O:37])[NH:49][C:12]1[N:8]([C:5]2[CH:4]=[CH:3][C:2]([Br:1])=[CH:7][CH:6]=2)[N:9]=[N:10][C:11]=1[CH3:16])[CH3:26]. The catalyst class is: 11. (2) Reactant: C1([C:7]([N:9]2[CH:13]3[CH2:14][CH2:15][C:10]2([C:16]([O:18]C)=[O:17])[CH2:11][CH2:12]3)=[O:8])C=CC=CC=1. Product: [CH2:16]([O:17][C:7]([N:9]1[CH:13]2[CH2:12][CH2:11][C:10]1([C:16]([OH:18])=[O:17])[CH2:15][CH2:14]2)=[O:8])[C:10]1[CH:15]=[CH:14][CH:13]=[CH:12][CH:11]=1. The catalyst class is: 33. (3) Reactant: C1CCN2C(=NCCC2)CC1.[CH:12](/[CH:14]=[CH:15]/[C:16]([O:18][CH2:19][CH3:20])=[O:17])=[O:13].[N:21]([C:23]1[CH:28]=[CH:27][CH:26]=[CH:25][CH:24]=1)=[O:22]. Product: [OH:22][N:21]([C:23]1[CH:28]=[CH:27][CH:26]=[CH:25][CH:24]=1)[C:12](/[CH:14]=[CH:15]/[C:16]([O:18][CH2:19][CH3:20])=[O:17])=[O:13]. The catalyst class is: 4. (4) The catalyst class is: 15. Reactant: [NH2:1][C:2]1[N:7]=[C:6]([C:8]([O:10][CH3:11])=[O:9])[CH:5]=[CH:4][C:3]=1[CH2:12][CH2:13][C:14]([O:16]CC)=O. Product: [O:16]=[C:14]1[N:1]=[C:2]2[C:3](=[CH:4][CH:5]=[C:6]([C:8]([O:10][CH3:11])=[O:9])[NH:7]2)[CH2:12][CH2:13]1. (5) Reactant: [CH3:1][N:2]1[C:6]([C:7](=[O:24])[NH:8][C:9]2[CH:14]=[CH:13][N:12]3[N:15]=[C:16]([N:18]4[CH2:23][CH2:22][O:21][CH2:20][CH2:19]4)[N:17]=[C:11]3[CH:10]=2)=[C:5]([C:25]([O:27]CC)=[O:26])[CH:4]=[N:3]1.O.[OH-].[Li+]. Product: [CH3:1][N:2]1[C:6]([C:7](=[O:24])[NH:8][C:9]2[CH:14]=[CH:13][N:12]3[N:15]=[C:16]([N:18]4[CH2:19][CH2:20][O:21][CH2:22][CH2:23]4)[N:17]=[C:11]3[CH:10]=2)=[C:5]([C:25]([OH:27])=[O:26])[CH:4]=[N:3]1. The catalyst class is: 24. (6) Reactant: [C:1]([C:3]1[CH:8]=[C:7]([C:9]#[N:10])[CH:6]=[CH:5][N:4]=1)#[N:2].FC(F)(F)S([O-])(=O)=O.[Yb+3].FC(F)(F)S([O-])(=O)=O.FC(F)(F)S([O-])(=O)=O.[F:36][C:37]1[CH:42]=[CH:41][C:40]([C:43]([C:52]2[CH:57]=[CH:56][C:55]([F:58])=[CH:54][CH:53]=2)(N)[C@@H:44]([NH2:50])[CH2:45][O:46]COC)=[CH:39][CH:38]=1. Product: [C:9]([C:7]1[CH:6]=[CH:5][N:4]=[C:3]([C:1]2[NH:50][C@@H:44]([CH2:45][OH:46])[C:43]([C:40]3[CH:41]=[CH:42][C:37]([F:36])=[CH:38][CH:39]=3)([C:52]3[CH:53]=[CH:54][C:55]([F:58])=[CH:56][CH:57]=3)[N:2]=2)[CH:8]=1)#[N:10]. The catalyst class is: 11. (7) Reactant: Cl.[OH:2][NH2:3].CC([O-])=O.[Na+].[NH2:9][C:10]1[CH:15]=[CH:14][C:13]([C:16](=O)[CH3:17])=[CH:12][CH:11]=1. Product: [NH2:9][C:10]1[CH:15]=[CH:14][C:13]([C:16](=[N:3][OH:2])[CH3:17])=[CH:12][CH:11]=1. The catalyst class is: 14. (8) Reactant: [O:1]1[C:5]2([CH2:10][CH2:9][CH2:8][CH2:7][CH:6]2[C:11]([OH:13])=O)[O:4][CH2:3][CH2:2]1.C(Cl)(=O)C(Cl)=O.N1C=CC=CC=1.[F:26][C:27]1[CH:28]=[C:29]([CH2:33][CH2:34][NH2:35])[CH:30]=[CH:31][CH:32]=1. Product: [F:26][C:27]1[CH:28]=[C:29]([CH2:33][CH2:34][NH:35][C:11]([CH:6]2[CH2:7][CH2:8][CH2:9][CH2:10][C:5]32[O:1][CH2:2][CH2:3][O:4]3)=[O:13])[CH:30]=[CH:31][CH:32]=1. The catalyst class is: 2. (9) Reactant: [O:1]1CCC[O:3][CH:2]1[C:7]1[CH:12]=[CH:11][CH:10]=[CH:9][C:8]=1[C:13](O)([CH:31]=[CH2:32])[CH2:14][O:15][CH2:16][C:17]1[CH:22]=[C:21]([C:23]([F:26])([F:25])[F:24])[CH:20]=[C:19]([C:27]([F:30])([F:29])[F:28])[CH:18]=1.Cl. Product: [F:29][C:27]([F:28])([F:30])[C:19]1[CH:18]=[C:17]([CH:22]=[C:21]([C:23]([F:25])([F:26])[F:24])[CH:20]=1)[CH2:16][O:15][CH2:14][C:13]1([CH:31]=[CH2:32])[C:8]2[C:7](=[CH:12][CH:11]=[CH:10][CH:9]=2)[CH:2]([OH:1])[O:3]1. The catalyst class is: 95. (10) Reactant: [CH3:1][O:2][C:3]([CH2:5][O:6][C:7]1[CH:12]=[C:11]([CH3:13])[C:10]([C:14]2[NH:15][C:16]3[CH:22]=[C:21]([C:23]([OH:25])=O)[CH:20]=[CH:19][C:17]=3[N:18]=2)=[C:9]([CH3:26])[CH:8]=1)=[O:4].[C:27](NC1C=CC=CC=1)([CH3:30])([CH3:29])[CH3:28].CCN=C=NCCCN(C)C.[CH:49]1[CH:50]=[CH:51][C:52]2N(O)N=[N:55][C:53]=2[CH:54]=1. Product: [CH3:1][O:2][C:3](=[O:4])[CH2:5][O:6][C:7]1[CH:8]=[C:9]([CH3:26])[C:10]([C:14]2[NH:15][C:16]3[CH:22]=[C:21]([C:23](=[O:25])[NH:55][C:53]4[CH:54]=[CH:49][C:50]([C:27]([CH3:30])([CH3:29])[CH3:28])=[CH:51][CH:52]=4)[CH:20]=[CH:19][C:17]=3[N:18]=2)=[C:11]([CH3:13])[CH:12]=1. The catalyst class is: 3.